From a dataset of Reaction yield outcomes from USPTO patents with 853,638 reactions. Predict the reaction yield, written as a fraction of the theoretical maximum amount of product (1.0 means a 100% yield; for example, 0.34 means a 34% yield). (1) The reactants are [C:1]([O:4][CH2:5][C:6](Cl)=[O:7])(=[O:3])[CH3:2].[CH3:9][O:10][C:11]1[CH:55]=[C:54]([O:56][CH3:57])[CH:53]=[C:52]([O:58][CH3:59])[C:12]=1/[CH:13]=[CH:14]/[CH:15]([S:25]([CH:28](/[CH:38]=[CH:39]/[C:40]1[C:45]([O:46][CH3:47])=[CH:44][C:43]([O:48][CH3:49])=[CH:42][C:41]=1[O:50][CH3:51])[C:29]1[CH:34]=[CH:33][C:32]([O:35][CH3:36])=[C:31]([NH2:37])[CH:30]=1)(=[O:27])=[O:26])[C:16]1[CH:21]=[CH:20][C:19]([O:22][CH3:23])=[C:18]([NH2:24])[CH:17]=1. No catalyst specified. The product is [CH3:59][O:58][C:52]1[CH:53]=[C:54]([O:56][CH3:57])[CH:55]=[C:11]([O:10][CH3:9])[C:12]=1/[CH:13]=[CH:14]/[CH:15]([S:25]([CH:28](/[CH:38]=[CH:39]/[C:40]1[C:41]([O:50][CH3:51])=[CH:42][C:43]([O:48][CH3:49])=[CH:44][C:45]=1[O:46][CH3:47])[C:29]1[CH:34]=[CH:33][C:32]([O:35][CH3:36])=[C:31]([NH:37][C:6](=[O:7])[CH2:5][O:4][C:1](=[O:3])[CH3:2])[CH:30]=1)(=[O:27])=[O:26])[C:16]1[CH:21]=[CH:20][C:19]([O:22][CH3:23])=[C:18]([NH:24][C:6](=[O:7])[CH2:5][O:4][C:1](=[O:3])[CH3:2])[CH:17]=1. The yield is 0.900. (2) The reactants are [Br:1][C:2]1[N:7]=[C:6]([CH3:8])[C:5]([N+:9]([O-:11])=[O:10])=[CH:4][CH:3]=1.[Cl:12][C:13]1[CH:20]=[CH:19][CH:18]=[C:17]([F:21])[C:14]=1[CH:15]=[O:16].[O-]CC.[Na+].ClC1C=CC=C(F)C=1C(O)CC1C([N+]([O-])=O)=CC=C(OCC)N=1. The catalyst is C(OCC)C. The product is [Br:1][C:2]1[N:7]=[C:6]([CH2:8][CH:15]([C:14]2[C:17]([F:21])=[CH:18][CH:19]=[CH:20][C:13]=2[Cl:12])[OH:16])[C:5]([N+:9]([O-:11])=[O:10])=[CH:4][CH:3]=1. The yield is 0.400.